Predict which catalyst facilitates the given reaction. From a dataset of Catalyst prediction with 721,799 reactions and 888 catalyst types from USPTO. (1) Reactant: C(N1C=CN=C1)(N1C=CN=C1)=O.[C:13]([C:15]1[CH:16]=[CH:17][C:18]([CH:24]2[N:29]([CH3:30])[C:28](=[O:31])[N:27]([C:32]3[CH:37]=[CH:36][CH:35]=[C:34]([C:38]([F:41])([F:40])[F:39])[CH:33]=3)[C:26]3[CH2:42][CH2:43][NH:44][C:45](=[O:46])[C:25]2=3)=[C:19]([CH:23]=1)[C:20](O)=[O:21])#[N:14].[BH4-].[Na+].Cl. Product: [OH:21][CH2:20][C:19]1[CH:23]=[C:15]([CH:16]=[CH:17][C:18]=1[CH:24]1[N:29]([CH3:30])[C:28](=[O:31])[N:27]([C:32]2[CH:37]=[CH:36][CH:35]=[C:34]([C:38]([F:41])([F:39])[F:40])[CH:33]=2)[C:26]2[CH2:42][CH2:43][NH:44][C:45](=[O:46])[C:25]1=2)[C:13]#[N:14]. The catalyst class is: 30. (2) Reactant: [CH3:1][O:2][C:3](=[O:13])[C:4]1[CH:9]=[CH:8][C:7]([C:10](Cl)=[O:11])=[CH:6][CH:5]=1.[CH3:14][O:15][CH:16]([O:19][CH3:20])[CH2:17][NH2:18].CCN(CC)CC. Product: [CH3:1][O:2][C:3](=[O:13])[C:4]1[CH:9]=[CH:8][C:7]([C:10]([NH:18][CH2:17][CH:16]([O:19][CH3:20])[O:15][CH3:14])=[O:11])=[CH:6][CH:5]=1. The catalyst class is: 2. (3) Reactant: [C:1]([O:5][P:6]([CH:13](O)[C:14]1[CH:19]=[CH:18][C:17]([C:20]2[CH:25]=[CH:24][CH:23]=[CH:22][N:21]=2)=[CH:16][CH:15]=1)(=[O:12])[O:7][C:8]([CH3:11])([CH3:10])[CH3:9])([CH3:4])([CH3:3])[CH3:2].C(N(S(F)(F)[F:33])CC)C. Product: [C:1]([O:5][P:6]([CH:13]([F:33])[C:14]1[CH:19]=[CH:18][C:17]([C:20]2[CH:25]=[CH:24][CH:23]=[CH:22][N:21]=2)=[CH:16][CH:15]=1)(=[O:12])[O:7][C:8]([CH3:11])([CH3:10])[CH3:9])([CH3:4])([CH3:3])[CH3:2]. The catalyst class is: 4.